This data is from Reaction yield outcomes from USPTO patents with 853,638 reactions. The task is: Predict the reaction yield, written as a fraction of the theoretical maximum amount of product (1.0 means a 100% yield; for example, 0.34 means a 34% yield). (1) The reactants are [C:1]([O:5][C:6]([N:8]1[CH2:12][CH2:11][CH2:10][CH:9]1[CH2:13][O:14][C:15]1[CH:20]=[CH:19][C:18]([O:21][CH2:22][C:23]#[CH:24])=[CH:17][CH:16]=1)=[O:7])([CH3:4])([CH3:3])[CH3:2].I[C:26]1[CH:33]=[CH:32][C:29]([CH2:30][OH:31])=[CH:28][CH:27]=1.N1CCCC1. The catalyst is Cl[Pd]Cl.O. The product is [C:1]([O:5][C:6]([N:8]1[CH2:12][CH2:11][CH2:10][CH:9]1[CH2:13][O:14][C:15]1[CH:20]=[CH:19][C:18]([O:21][CH2:22][C:23]#[C:24][C:26]2[CH:33]=[CH:32][C:29]([CH2:30][OH:31])=[CH:28][CH:27]=2)=[CH:17][CH:16]=1)=[O:7])([CH3:3])([CH3:2])[CH3:4]. The yield is 0.205. (2) The reactants are [Br:1][C:2]1[CH:3]=[N:4][N:5]([CH3:25])[C:6]=1[C:7]1[CH:8]=[C:9]([NH:14][C:15]([NH:17][C:18]2[CH:23]=[CH:22][C:21]([Cl:24])=[CH:20][CH:19]=2)=[O:16])[CH:10]=[CH:11][C:12]=1[OH:13].C1(P(C2C=CC=CC=2)C2C=CC=CC=2)C=CC=CC=1.O[CH2:46][CH2:47][N:48]1[CH2:52][CH2:51][CH2:50][CH2:49]1.N(C(OC(C)C)=O)=NC(OC(C)C)=O. The catalyst is C1COCC1. The product is [Br:1][C:2]1[CH:3]=[N:4][N:5]([CH3:25])[C:6]=1[C:7]1[CH:8]=[C:9]([NH:14][C:15]([NH:17][C:18]2[CH:23]=[CH:22][C:21]([Cl:24])=[CH:20][CH:19]=2)=[O:16])[CH:10]=[CH:11][C:12]=1[O:13][CH2:46][CH2:47][N:48]1[CH2:52][CH2:51][CH2:50][CH2:49]1. The yield is 0.570. (3) The reactants are C([S:4]([CH2:7][C:8]#[N:9])(=[O:6])=[O:5])CC.C(=O)([O-])[O-].[K+].[K+].[F:16][C:17]([F:32])([F:31])[C:18]1[CH:19]=[C:20]([N:28]=[C:29]=[S:30])[CH:21]=[C:22]([C:24]([F:27])([F:26])[F:25])[CH:23]=1.[CH3:33]I.[CH3:35][C:36]([CH3:38])=O. No catalyst specified. The product is [F:25][C:24]([F:26])([F:27])[C:22]1[CH:21]=[C:20]([NH:28][C:29]([S:30][CH3:33])=[C:7]([S:4]([CH:36]([CH3:38])[CH3:35])(=[O:6])=[O:5])[C:8]#[N:9])[CH:19]=[C:18]([C:17]([F:31])([F:16])[F:32])[CH:23]=1. The yield is 0.990. (4) The reactants are [O-]P([O-])([O-])=O.[K+].[K+].[K+].[CH2:9]([NH:13][C:14]([NH2:16])=[O:15])[CH2:10][CH2:11][CH3:12].I[C:18]1[CH:19]=[C:20]([O:24][CH3:25])[CH:21]=[CH:22][CH:23]=1.CNCCNC. The catalyst is [Cu]I.C1(C)C=CC=CC=1. The product is [CH2:9]([NH:13][C:14]([NH:16][C:18]1[CH:23]=[CH:22][CH:21]=[C:20]([O:24][CH3:25])[CH:19]=1)=[O:15])[CH2:10][CH2:11][CH3:12]. The yield is 0.850. (5) The reactants are I[C:2]1[C:3]2[CH:11]=[CH:10][C:9]([O:12][CH3:13])=[C:8]([O:14][CH:15]([CH3:17])[CH3:16])[C:4]=2[S:5][C:6]=1[CH3:7].IC1C2C=CC(OC)=CC=2SC=1C. No catalyst specified. The product is [CH:15]([O:14][C:8]1[C:4]2[S:5][C:6]([CH3:7])=[CH:2][C:3]=2[CH:11]=[CH:10][C:9]=1[O:12][CH3:13])([CH3:17])[CH3:16]. The yield is 0.670. (6) The reactants are Cl[C:2]1[C:11]2[C:6](=[C:7]([C:12]([NH:14][C:15]3[C:20]([F:21])=[CH:19][CH:18]=[C:17]([NH:22][S:23]([CH2:26][CH2:27][CH3:28])(=[O:25])=[O:24])[C:16]=3[F:29])=[O:13])[CH:8]=[CH:9][CH:10]=2)[N:5]=[CH:4][N:3]=1.[NH3:30]. The catalyst is C(O)(C)C. The product is [F:29][C:16]1[C:17]([NH:22][S:23]([CH2:26][CH2:27][CH3:28])(=[O:25])=[O:24])=[CH:18][CH:19]=[C:20]([F:21])[C:15]=1[NH:14][C:12]([C:7]1[CH:8]=[CH:9][CH:10]=[C:11]2[C:6]=1[N:5]=[CH:4][N:3]=[C:2]2[NH2:30])=[O:13]. The yield is 0.710. (7) The reactants are ClC1C=CC([N:8]([CH3:32])[C:9]([C:11]2[C:16]([CH3:17])=[CH:15][C:14]([N:18]3[CH2:23][CH2:22][O:21][CH2:20][CH2:19]3)=[CH:13][C:12]=2OS(C(F)(F)F)(=O)=O)=[O:10])=CC=1.[Cl-:33].[Li+].[C:48]1([As]([C:48]2[CH:53]=[CH:52][CH:51]=[CH:50][CH:49]=2)[C:48]2[CH:53]=[CH:52][CH:51]=[CH:50][CH:49]=2)[CH:53]=[CH:52][CH:51]=[CH:50][CH:49]=1.[CH2:54]([Sn](CCCC)(CCCC)C(C)=C)[CH2:55][CH2:56]C. The catalyst is CN1CCCC1=O.[Cu]I.C1C=CC(/C=C/C(/C=C/C2C=CC=CC=2)=O)=CC=1.C1C=CC(/C=C/C(/C=C/C2C=CC=CC=2)=O)=CC=1.C1C=CC(/C=C/C(/C=C/C2C=CC=CC=2)=O)=CC=1.[Pd].[Pd]. The product is [Cl:33][C:48]1[CH:49]=[CH:50][C:51]([CH2:32][NH:8][C:9](=[O:10])[C:11]2[C:16]([CH3:17])=[CH:15][C:14]([N:18]3[CH2:19][CH2:20][O:21][CH2:22][CH2:23]3)=[CH:13][C:12]=2[C:55]([CH3:56])=[CH2:54])=[CH:52][CH:53]=1. The yield is 0.810. (8) The reactants are [CH3:1][O:2][C:3](=[O:8])/[CH:4]=[CH:5]/[O:6][CH3:7].[CH:9](OC)([O:12][CH3:13])[O:10][CH3:11].C[O-].[Na+].[CH3:19][O:20]C. No catalyst specified. The product is [CH3:1][O:2][C:3](=[O:8])[CH:4]([CH:9]([O:12][CH3:13])[O:10][CH3:11])[CH:5]([O:20][CH3:19])[O:6][CH3:7]. The yield is 0.800. (9) The reactants are [CH3:1][O:2][C:3]1[C:4]([NH2:9])=[N:5][CH:6]=[CH:7][CH:8]=1.[C:10]1(C)C=[CH:14][CH:13]=[CH:12][CH:11]=1.[Cl:17][S:18]([C:21]1[CH:22]=[C:23]([CH:27]=[CH:28][CH:29]=1)[C:24](Cl)=[O:25])(=[O:20])=[O:19].C([O:33][CH2:34][CH3:35])(=O)C. No catalyst specified. The product is [CH3:1][O:2][C:3]1[C:4]([N:9]([C:34]([C:35]2[CH:10]=[C:11]([S:18]([Cl:17])(=[O:20])=[O:19])[CH:12]=[CH:13][CH:14]=2)=[O:33])[C:24]([C:23]2[CH:22]=[C:21]([S:18]([Cl:17])(=[O:20])=[O:19])[CH:29]=[CH:28][CH:27]=2)=[O:25])=[N:5][CH:6]=[CH:7][CH:8]=1. The yield is 0.180. (10) The reactants are [Li+].C[Si]([N-][Si](C)(C)C)(C)C.F[C:12]1[N:17]=[CH:16][C:15]([CH2:18][N:19]2[CH2:24][CH2:23][N:22]([C:25]([O:27][C:28]([CH3:31])([CH3:30])[CH3:29])=[O:26])[CH2:21][CH2:20]2)=[CH:14][C:13]=1[C:32]1[N:40]=[C:39]([CH3:41])[N:38]=[C:37]2[C:33]=1[N:34]=[CH:35][N:36]2[CH:42]1[CH2:47][CH2:46][CH2:45][CH2:44][O:43]1.[NH2:48][C:49]1[CH:50]=[N:51][C:52]([O:55][CH3:56])=[CH:53][CH:54]=1.O1CCCC1. No catalyst specified. The product is [CH3:56][O:55][C:52]1[N:51]=[CH:50][C:49]([NH:48][C:12]2[N:17]=[CH:16][C:15]([CH2:18][N:19]3[CH2:24][CH2:23][N:22]([C:25]([O:27][C:28]([CH3:31])([CH3:30])[CH3:29])=[O:26])[CH2:21][CH2:20]3)=[CH:14][C:13]=2[C:32]2[N:40]=[C:39]([CH3:41])[N:38]=[C:37]3[C:33]=2[N:34]=[CH:35][N:36]3[CH:42]2[CH2:47][CH2:46][CH2:45][CH2:44][O:43]2)=[CH:54][CH:53]=1. The yield is 0.749.